This data is from Full USPTO retrosynthesis dataset with 1.9M reactions from patents (1976-2016). The task is: Predict the reactants needed to synthesize the given product. (1) Given the product [Cl:1][C:2]1[CH:3]=[C:4]([C:13]2[N:17]=[CH:16][N:15](/[CH:18]=[CH:19]\[C:20]([OH:22])=[O:21])[N:14]=2)[CH:5]=[C:6]([O:8][C:9]([F:12])([F:11])[F:10])[CH:7]=1, predict the reactants needed to synthesize it. The reactants are: [Cl:1][C:2]1[CH:3]=[C:4]([C:13]2[N:17]=[CH:16][N:15](/[CH:18]=[CH:19]\[C:20]([O:22]C(C)C)=[O:21])[N:14]=2)[CH:5]=[C:6]([O:8][C:9]([F:12])([F:11])[F:10])[CH:7]=1.[Li+].[OH-].C(OCC)(=O)C. (2) Given the product [Cl:36][C:33]1[CH:34]=[CH:35][C:30]([NH:29][C:27]([NH:26][C:24]2[CH:23]=[CH:22][C:20]3[N:21]=[C:17]([NH:16][C:2]4[C:11]5[C:6](=[CH:7][C:8]([O:14][CH3:15])=[C:9]([O:12][CH3:13])[CH:10]=5)[N:5]=[CH:4][N:3]=4)[S:18][C:19]=3[CH:25]=2)=[O:28])=[CH:31][C:32]=1[C:37]([F:39])([F:38])[F:40], predict the reactants needed to synthesize it. The reactants are: Cl[C:2]1[C:11]2[C:6](=[CH:7][C:8]([O:14][CH3:15])=[C:9]([O:12][CH3:13])[CH:10]=2)[N:5]=[CH:4][N:3]=1.[NH2:16][C:17]1[S:18][C:19]2[CH:25]=[C:24]([NH:26][C:27]([NH:29][C:30]3[CH:35]=[CH:34][C:33]([Cl:36])=[C:32]([C:37]([F:40])([F:39])[F:38])[CH:31]=3)=[O:28])[CH:23]=[CH:22][C:20]=2[N:21]=1.O1CCOCC1. (3) Given the product [F:35][C:32]1[CH:33]=[CH:34][C:29]([C:27]2[O:28][C:24]3[CH:23]=[C:22]([N:41]([CH3:46])[S:42]([CH3:45])(=[O:43])=[O:44])[CH:21]=[CH:40][C:25]=3[C:26]=2[C:36]([NH:38][CH3:39])=[O:37])=[CH:30][CH:31]=1, predict the reactants needed to synthesize it. The reactants are: NCC1N2C3C=CC=C(F)C=3C=C2C2N=C([C:21]3[C:22]([N:41]([CH3:46])[S:42]([CH3:45])(=[O:44])=[O:43])=[CH:23][C:24]4[O:28][C:27]([C:29]5[CH:34]=[CH:33][C:32]([F:35])=[CH:31][CH:30]=5)=[C:26]([C:36]([NH:38][CH3:39])=[O:37])[C:25]=4[CH:40]=3)C=CC=2O1.N1C=CC=CC=1.C(Cl)(=O)C. (4) Given the product [Br:1][C:2]1[S:6][C:5]([C@@:7]2([CH2:15][C:16]([O:18][CH2:25][C:24]3[CH:27]=[CH:28][C:21]([O:20][CH3:19])=[CH:22][CH:23]=3)=[O:17])[CH2:12][CH2:11][CH2:10][CH2:9][S:8]2(=[O:14])=[O:13])=[CH:4][CH:3]=1, predict the reactants needed to synthesize it. The reactants are: [Br:1][C:2]1[S:6][C:5]([C@@:7]2([CH2:15][C:16]([OH:18])=[O:17])[CH2:12][CH2:11][CH2:10][CH2:9][S:8]2(=[O:14])=[O:13])=[CH:4][CH:3]=1.[CH3:19][O:20][C:21]1[CH:28]=[CH:27][C:24]([CH2:25]O)=[CH:23][CH:22]=1.Cl.C(N=C=NCCCN(C)C)C. (5) Given the product [ClH:22].[CH3:21][S:18]([N:15]1[CH2:14][CH2:13][C:10]2([CH2:9][NH:8][CH2:12][CH2:11]2)[CH2:17][CH2:16]1)(=[O:19])=[O:20], predict the reactants needed to synthesize it. The reactants are: C(OC([N:8]1[CH2:12][CH2:11][C:10]2([CH2:17][CH2:16][N:15]([S:18]([CH3:21])(=[O:20])=[O:19])[CH2:14][CH2:13]2)[CH2:9]1)=O)(C)(C)C.[ClH:22].